Dataset: TCR-epitope binding with 47,182 pairs between 192 epitopes and 23,139 TCRs. Task: Binary Classification. Given a T-cell receptor sequence (or CDR3 region) and an epitope sequence, predict whether binding occurs between them. (1) Result: 0 (the TCR does not bind to the epitope). The epitope is GLNKIVRMY. The TCR CDR3 sequence is CASSVARTGTNTGELFF. (2) The epitope is IPSINVHHY. The TCR CDR3 sequence is CASSQDAGEHYEQYF. Result: 0 (the TCR does not bind to the epitope).